This data is from Reaction yield outcomes from USPTO patents with 853,638 reactions. The task is: Predict the reaction yield, written as a fraction of the theoretical maximum amount of product (1.0 means a 100% yield; for example, 0.34 means a 34% yield). The product is [C:28]([O:31][C:32](=[O:33])[NH:9][C:5]1[S:6][CH2:7][CH2:8][C@@:3]([CH2:1][CH3:2])([C:10]2[CH:15]=[C:14]([N+:16]([O-:18])=[O:17])[CH:13]=[CH:12][C:11]=2[F:19])[N:4]=1)([CH3:30])([CH3:29])[CH3:27]. The yield is 0.880. The catalyst is ClCCl. The reactants are [CH2:1]([C@@:3]1([C:10]2[CH:15]=[C:14]([N+:16]([O-:18])=[O:17])[CH:13]=[CH:12][C:11]=2[F:19])[CH2:8][CH2:7][S:6][C:5]([NH2:9])=[N:4]1)[CH3:2].CCN(CC)CC.[CH3:27][C:28]([O:31][C:32](O[C:32]([O:31][C:28]([CH3:30])([CH3:29])[CH3:27])=[O:33])=[O:33])([CH3:30])[CH3:29].